This data is from NCI-60 drug combinations with 297,098 pairs across 59 cell lines. The task is: Regression. Given two drug SMILES strings and cell line genomic features, predict the synergy score measuring deviation from expected non-interaction effect. Drug 1: CN1C(=O)N2C=NC(=C2N=N1)C(=O)N. Drug 2: COC1=NC(=NC2=C1N=CN2C3C(C(C(O3)CO)O)O)N. Cell line: SNB-75. Synergy scores: CSS=-2.64, Synergy_ZIP=1.06, Synergy_Bliss=-0.793, Synergy_Loewe=-4.11, Synergy_HSA=-3.80.